Dataset: Full USPTO retrosynthesis dataset with 1.9M reactions from patents (1976-2016). Task: Predict the reactants needed to synthesize the given product. (1) The reactants are: [OH:1][C:2]1[CH:7]=[CH:6][C:5]([N+:8]([O-:10])=[O:9])=[CH:4][C:3]=1[CH3:11].[C:12](=O)([O-])[O-].[K+].[K+].IC.O. Given the product [CH3:12][O:1][C:2]1[CH:7]=[CH:6][C:5]([N+:8]([O-:10])=[O:9])=[CH:4][C:3]=1[CH3:11], predict the reactants needed to synthesize it. (2) Given the product [F:10][C:7]([F:8])([F:9])[C:6]1[N:15]2[CH2:21][CH2:20][CH2:19][CH2:18][NH:17][C:16]2=[N:22][N:23]=1, predict the reactants needed to synthesize it. The reactants are: [F:8][C:7]([F:10])([F:9])[C:6](O[C:6](=O)[C:7]([F:10])([F:9])[F:8])=O.I.[NH:15]1[CH2:21][CH2:20][CH2:19][CH2:18][NH:17][C:16]1=[N:22][NH2:23]. (3) Given the product [ClH:13].[OH:15][C@H:16]([C:41]1[CH:42]=[CH:43][CH:44]=[CH:45][CH:46]=1)[CH2:17][NH:18][C:19]1[CH:24]=[CH:23][C:22]([CH2:25][CH2:26][NH:27][CH2:28][C@H:29]([OH:40])[C:30]2[CH:35]=[CH:34][C:33]([OH:36])=[C:32]([NH:37][CH:38]=[O:39])[CH:31]=2)=[CH:21][CH:20]=1.[OH:15][C@H:16]([C:41]1[CH:42]=[CH:43][CH:44]=[CH:45][CH:46]=1)[CH2:17][NH:18][C:19]1[CH:24]=[CH:23][C:22]([CH2:25][CH2:26][NH:27][CH2:28][C@H:29]([OH:40])[C:30]2[CH:35]=[CH:34][C:33]([OH:36])=[C:32]([NH:37][CH:38]=[O:39])[CH:31]=2)=[CH:21][CH:20]=1, predict the reactants needed to synthesize it. The reactants are: C1(N)C(F)=C(F)C(F)=C(N)C=1F.[ClH:13].Cl.[OH:15][C@H:16]([C:41]1[CH:46]=[CH:45][CH:44]=[CH:43][CH:42]=1)[CH2:17][NH:18][C:19]1[CH:24]=[CH:23][C:22]([CH2:25][CH2:26][NH:27][CH2:28][C@H:29]([OH:40])[C:30]2[CH:35]=[CH:34][C:33]([OH:36])=[C:32]([NH:37][CH:38]=[O:39])[CH:31]=2)=[CH:21][CH:20]=1. (4) Given the product [CH3:13][O:14][C:15]1[C:20]([N+:21]([O-:23])=[O:22])=[C:19]([O:24][CH3:25])[N:18]=[C:17]([N:26]2[CH2:27][CH2:28][NH:29][C:1]2=[O:2])[N:16]=1, predict the reactants needed to synthesize it. The reactants are: [C:1](N1C=CN=C1)(N1C=CN=C1)=[O:2].[CH3:13][O:14][C:15]1[C:20]([N+:21]([O-:23])=[O:22])=[C:19]([O:24][CH3:25])[N:18]=[C:17]([NH:26][CH2:27][CH2:28][NH2:29])[N:16]=1. (5) The reactants are: [Cl:1][C:2]1[CH:7]=[CH:6][C:5]([C@H:8]2[CH2:13][CH2:12][NH:11][C:10](=[S:14])[NH:9]2)=[CH:4][CH:3]=1.[CH3:15]I. Given the product [Cl:1][C:2]1[CH:3]=[CH:4][C:5]([C@H:8]2[CH2:13][CH2:12][NH:11][C:10]([S:14][CH3:15])=[N:9]2)=[CH:6][CH:7]=1, predict the reactants needed to synthesize it. (6) Given the product [CH3:1][N:2]1[CH:6]=[C:5]2[C:4]([C:24](=[O:31])[NH:25][CH2:26][CH:27]=[CH:28][CH2:29][CH2:22][CH2:21][N:19]3[CH:20]=[C:16]([C:12]4[N:11]=[C:10]([C:8](=[O:9])[NH:7]2)[CH:15]=[CH:14][CH:13]=4)[CH:17]=[N:18]3)=[N:3]1, predict the reactants needed to synthesize it. The reactants are: [CH3:1][N:2]1[CH:6]=[C:5]([NH:7][C:8]([C:10]2[CH:15]=[CH:14][CH:13]=[C:12]([C:16]3[CH:17]=[N:18][N:19]([CH2:21][CH:22]=C)[CH:20]=3)[N:11]=2)=[O:9])[C:4]([C:24](=[O:31])[NH:25][CH2:26][CH2:27][CH2:28][CH:29]=C)=[N:3]1.C(NC(C1C(NC(C2C=CC=C(C3C=NN(CCCC=C)C=3)N=2)=O)=CN(C)N=1)=O)C=C. (7) Given the product [CH3:10][N:11]1[CH2:18][CH:17]2[CH:13]([N:14]([C:19]3[CH:24]=[CH:23][C:22]([NH:25][C:26]([N:33]4[CH2:34][CH2:46][CH:45]([C:42]5[CH:43]=[CH:44][C:39]([Cl:38])=[CH:40][CH:41]=5)[CH2:36][CH2:37]4)=[O:27])=[CH:21][CH:20]=3)[CH2:15][CH2:16]2)[CH2:12]1, predict the reactants needed to synthesize it. The reactants are: CN1CC2C(NCC2)C1.[CH3:10][N:11]1[CH2:18][CH:17]2[CH:13]([N:14]([C:19]3[CH:24]=[CH:23][C:22]([NH2:25])=[CH:21][CH:20]=3)[CH2:15][CH2:16]2)[CH2:12]1.[C:26]([N:33]1[CH:37]=[CH:36]N=[CH:34]1)(N1C=CN=C1)=[O:27].[Cl:38][C:39]1[CH:44]=[CH:43][C:42]([CH:45]2CCNC[CH2:46]2)=[CH:41][CH:40]=1. (8) Given the product [OH:30][C:26]1[CH:25]=[C:24]([C:13](=[O:12])[CH2:14][CH2:15][NH:16][C:17](=[O:23])[O:18][C:19]([CH3:20])([CH3:21])[CH3:22])[CH:29]=[CH:28][CH:27]=1, predict the reactants needed to synthesize it. The reactants are: C1C=C[NH+]=CC=1.[O-][Cr](Cl)(=O)=O.[OH:12][CH:13]([C:24]1[CH:29]=[CH:28][CH:27]=[C:26]([OH:30])[CH:25]=1)[CH2:14][CH2:15][NH:16][C:17](=[O:23])[O:18][C:19]([CH3:22])([CH3:21])[CH3:20].